From a dataset of Forward reaction prediction with 1.9M reactions from USPTO patents (1976-2016). Predict the product of the given reaction. Given the reactants [CH3:1][S:2](Cl)(=[O:4])=[O:3].[CH2:6]([O:8][C:9](=[O:26])[C:10]([O:13][C:14]1[CH:19]=[CH:18][C:17]([O:20][CH2:21][CH2:22][CH:23]([OH:25])[CH3:24])=[CH:16][CH:15]=1)([CH3:12])[CH3:11])[CH3:7], predict the reaction product. The product is: [CH2:6]([O:8][C:9](=[O:26])[C:10]([O:13][C:14]1[CH:15]=[CH:16][C:17]([O:20][CH2:21][CH2:22][CH:23]([O:25][S:2]([CH3:1])(=[O:4])=[O:3])[CH3:24])=[CH:18][CH:19]=1)([CH3:12])[CH3:11])[CH3:7].